From a dataset of Peptide-MHC class I binding affinity with 185,985 pairs from IEDB/IMGT. Regression. Given a peptide amino acid sequence and an MHC pseudo amino acid sequence, predict their binding affinity value. This is MHC class I binding data. (1) The peptide sequence is DQLLPFMSD. The MHC is H-2-Kb with pseudo-sequence H-2-Kb. The binding affinity (normalized) is 0.0697. (2) The peptide sequence is EAIYQCCDL. The MHC is Patr-B0101 with pseudo-sequence Patr-B0101. The binding affinity (normalized) is 0. (3) The peptide sequence is ASIAARGYI. The MHC is H-2-Db with pseudo-sequence H-2-Db. The binding affinity (normalized) is 0.194. (4) The peptide sequence is RAEDTAVY. The MHC is HLA-A30:02 with pseudo-sequence HLA-A30:02. The binding affinity (normalized) is 0.